Dataset: Full USPTO retrosynthesis dataset with 1.9M reactions from patents (1976-2016). Task: Predict the reactants needed to synthesize the given product. (1) Given the product [N+:7]([C:6]1[S:5][CH:4]=[C:3]([C:10]#[N:11])[C:2]=1[C:17]1[S:18][CH:19]=[CH:20][N:21]=1)([O-:9])=[O:8], predict the reactants needed to synthesize it. The reactants are: Br[C:2]1[C:3]([C:10]#[N:11])=[CH:4][S:5][C:6]=1[N+:7]([O-:9])=[O:8].C([Sn](CCCC)(CCCC)[C:17]1[S:18][CH:19]=[CH:20][N:21]=1)CCC. (2) The reactants are: ClC1C(C(=O)N(CCCC)CCCC)=NN(C2C=CC(C(=O)NS(C3C=CC4C(=CC=CC=4)C=3)(=O)=O)=CC=2C(O)=O)C=1C.[CH2:44]([N:48]([C:92]1[CH:101]=[CH:100][C:95]([C:96]([O:98]C)=[O:97])=[CH:94][CH:93]=1)[C:49]([C:51]1[C:55]([Cl:56])=[C:54]([CH3:57])[N:53]([C:58]2[CH:63]=[CH:62][C:61]([C:64](=[O:79])[NH:65][S:66]([C:69]3[CH:78]=[CH:77][C:76]4[C:71](=[CH:72][CH:73]=[CH:74][CH:75]=4)[CH:70]=3)(=[O:68])=[O:67])=[CH:60][C:59]=2[C:80]([N:82]2[CH2:91][CH2:90][C:89]3[C:84](=[CH:85][CH:86]=[CH:87][CH:88]=3)[CH2:83]2)=[O:81])[N:52]=1)=[O:50])[CH2:45][CH2:46][CH3:47]. Given the product [CH2:44]([N:48]([C:92]1[CH:93]=[CH:94][C:95]([C:96]([OH:98])=[O:97])=[CH:100][CH:101]=1)[C:49]([C:51]1[C:55]([Cl:56])=[C:54]([CH3:57])[N:53]([C:58]2[CH:63]=[CH:62][C:61]([C:64](=[O:79])[NH:65][S:66]([C:69]3[CH:78]=[CH:77][C:76]4[C:71](=[CH:72][CH:73]=[CH:74][CH:75]=4)[CH:70]=3)(=[O:67])=[O:68])=[CH:60][C:59]=2[C:80]([N:82]2[CH2:91][CH2:90][C:89]3[C:84](=[CH:85][CH:86]=[CH:87][CH:88]=3)[CH2:83]2)=[O:81])[N:52]=1)=[O:50])[CH2:45][CH2:46][CH3:47], predict the reactants needed to synthesize it. (3) Given the product [CH3:38][O:37][C:34]1[CH:33]=[CH:32][C:31]([C:30]([O:23][CH2:22][C@@H:20]([OH:21])[C@@H:18]([OH:19])[C@@H:13]([O:14][CH2:15][CH2:16][F:17])[C@H:10]([N:1]2[CH:9]=[C:7]([CH3:8])[C:5](=[O:6])[NH:4][C:2]2=[O:3])[CH2:11][OH:12])([C:39]2[CH:40]=[CH:41][CH:42]=[CH:43][CH:44]=2)[C:29]2[CH:46]=[CH:47][C:26]([O:25][CH3:24])=[CH:27][CH:28]=2)=[CH:36][CH:35]=1, predict the reactants needed to synthesize it. The reactants are: [N:1]1([C@@H:10]([C@@H:13]([C@@H:18]([C@@H:20]([CH2:22][OH:23])[OH:21])[OH:19])[O:14][CH2:15][CH2:16][F:17])[CH2:11][OH:12])[CH:9]=[C:7]([CH3:8])[C:5](=[O:6])[NH:4][C:2]1=[O:3].[CH3:24][O:25][C:26]1[CH:47]=[CH:46][C:29]([C:30](Cl)([C:39]2[CH:44]=[CH:43][CH:42]=[CH:41][CH:40]=2)[C:31]2[CH:36]=[CH:35][C:34]([O:37][CH3:38])=[CH:33][CH:32]=2)=[CH:28][CH:27]=1. (4) Given the product [CH2:1]([O:8][C:9]([N:11]([CH2:14][C:15]1[CH:16]=[C:17]([C:18]([OH:20])=[O:19])[CH:21]=[CH:22][C:23]=1[C:32]1[CH:31]=[C:30]([CH2:29][C:28]([O:27][CH2:25][CH3:26])=[O:47])[CH:35]=[CH:34][C:33]=1[O:36][CH3:37])[CH2:12][CH3:13])=[O:10])[C:2]1[CH:7]=[CH:6][CH:5]=[CH:4][CH:3]=1, predict the reactants needed to synthesize it. The reactants are: [CH2:1]([O:8][C:9]([N:11]([CH2:14][C:15]1[CH:16]=[C:17]([CH:21]=[CH:22][C:23]=1Br)[C:18]([OH:20])=[O:19])[CH2:12][CH3:13])=[O:10])[C:2]1[CH:7]=[CH:6][CH:5]=[CH:4][CH:3]=1.[CH2:25]([O:27][C:28](=[O:47])[CH2:29][C:30]1[CH:35]=[CH:34][C:33]([O:36][CH3:37])=[C:32](B2OC(C)(C)C(C)(C)O2)[CH:31]=1)[CH3:26]. (5) Given the product [CH2:20]([O:19][C:17]([NH:18][C:11]1[CH:10]=[CH:9][C:8]([C:3]([CH3:2])([CH3:7])[C:4]([O:6][CH3:28])=[O:5])=[CH:13][CH:12]=1)=[O:27])[C:21]1[CH:22]=[CH:23][CH:24]=[CH:25][CH:26]=1, predict the reactants needed to synthesize it. The reactants are: C[CH2:2][C:3]([C:8]1[CH:13]=[CH:12][C:11](Br)=[CH:10][CH:9]=1)([CH3:7])[C:4]([OH:6])=[O:5].[Cl-].[Cs+].[C:17](=[O:27])([O:19][CH2:20][C:21]1[CH:26]=[CH:25][CH:24]=[CH:23][CH:22]=1)[NH2:18].[CH2:28](Cl)Cl. (6) The reactants are: [NH2:1][C:2]1[C:22]([CH3:23])=[CH:21][C:5]([O:6][C:7]2[CH:12]=[CH:11][N:10]=[C:9]([N:13]([CH3:20])[C:14]3[CH:19]=[CH:18][CH:17]=[CH:16][CH:15]=3)[N:8]=2)=[C:4]([CH3:24])[CH:3]=1.COC(OC)OC.[C:32]1([CH3:42])C=CC(S(O)(=O)=O)=CC=1.[CH3:43][NH:44][CH2:45]C. Given the product [CH3:23][C:22]1[CH:21]=[C:5]([O:6][C:7]2[CH:12]=[CH:11][N:10]=[C:9]([N:13]([CH3:20])[C:14]3[CH:19]=[CH:18][CH:17]=[CH:16][CH:15]=3)[N:8]=2)[C:4]([CH3:24])=[CH:3][C:2]=1[N:1]=[CH:43][N:44]([CH2:32][CH3:42])[CH3:45], predict the reactants needed to synthesize it. (7) Given the product [CH3:1][O:2][C:3]1[CH:4]=[CH:5][N:6]=[C:7]([CH2:11][S+:12]([O-:26])[C:13]2[NH:14][C:15]3[CH:16]=[CH:17][C:18]([O:22][CH:23]([F:24])[F:25])=[CH:19][C:20]=3[N:21]=2)[C:8]=1[O:9][CH3:10].[OH-:2].[Na+:27], predict the reactants needed to synthesize it. The reactants are: [CH3:1][O:2][C:3]1[CH:4]=[CH:5][N:6]=[C:7]([CH2:11][S+:12]([O-:26])[C:13]2[N-:14][C:15]3[CH:16]=[CH:17][C:18]([O:22][CH:23]([F:25])[F:24])=[CH:19][C:20]=3[N:21]=2)[C:8]=1[O:9][CH3:10].[Na+:27].